This data is from Full USPTO retrosynthesis dataset with 1.9M reactions from patents (1976-2016). The task is: Predict the reactants needed to synthesize the given product. (1) Given the product [CH3:12][N:10]([CH3:11])[C:9]1[CH:8]=[CH:7][C:37]([NH:33][C:14](=[O:42])[CH2:13][NH:15][C:28]([C:24]2[C:23]([CH3:31])=[C:22]([CH:20]=[O:21])[NH:26][C:25]=2[CH3:27])=[O:30])=[CH:38][CH:39]=1, predict the reactants needed to synthesize it. The reactants are: Cl.C(N=C=N[CH2:7][CH2:8][CH2:9][N:10]([CH3:12])[CH3:11])C.[CH2:13]([N:15](CC)CC)[CH3:14].[CH:20]([C:22]1[NH:26][C:25]([CH3:27])=[C:24]([C:28]([OH:30])=O)[C:23]=1[CH3:31])=[O:21].O[N:33]1[C:37]2[CH:38]=[CH:39][CH:39]=[CH:38][C:37]=2[N:33]=N1.[OH2:42]. (2) Given the product [Cl:14][C:15]1[CH:20]=[CH:19][C:18]([C:21]2([CH2:25][O:12][C:6]3[CH:5]=[C:4]([CH:9]=[CH:8][C:7]=3[O:10][CH3:11])[C:3]([OH:2])=[O:13])[CH2:24][CH2:23][CH2:22]2)=[CH:17][CH:16]=1, predict the reactants needed to synthesize it. The reactants are: C[O:2][C:3](=[O:13])[C:4]1[CH:9]=[CH:8][C:7]([O:10][CH3:11])=[C:6]([OH:12])[CH:5]=1.[Cl:14][C:15]1[CH:20]=[CH:19][C:18]([C:21]2([CH2:25]O)[CH2:24][CH2:23][CH2:22]2)=[CH:17][CH:16]=1.CCOC(/N=N/C(OCC)=O)=O. (3) Given the product [NH3:12].[Br:25][C:26]1[CH:34]=[CH:33][C:29]([C:30]([NH:17][C:5]2[CH:6]=[CH:7][C:8]([O:9][CH2:10][CH2:11][N:12]3[CH2:16][CH2:15][CH2:14][CH2:13]3)=[C:3]([O:2][CH3:1])[CH:4]=2)=[O:31])=[CH:28][CH:27]=1, predict the reactants needed to synthesize it. The reactants are: [CH3:1][O:2][C:3]1[CH:4]=[C:5]([NH2:17])[CH:6]=[CH:7][C:8]=1[O:9][CH2:10][CH2:11][N:12]1[CH2:16][CH2:15][CH2:14][CH2:13]1.C(N(CC)CC)C.[Br:25][C:26]1[CH:34]=[CH:33][C:29]([C:30](Cl)=[O:31])=[CH:28][CH:27]=1. (4) Given the product [N:41]1[C:33]([N:19]2[CH2:20][CH2:21][CH2:22][CH:18]2[C:7]2[C:8]([C:12]3[CH:13]=[N:14][CH:15]=[CH:16][CH:17]=3)=[N:9][C:10]3[C:5]([CH:6]=2)=[CH:4][CH:3]=[C:2]([F:1])[CH:11]=3)=[C:34]2[C:38]([NH:37][CH:36]=[N:35]2)=[N:39][CH:40]=1, predict the reactants needed to synthesize it. The reactants are: [F:1][C:2]1[CH:11]=[C:10]2[C:5]([CH:6]=[C:7]([CH:18]3[CH2:22][CH2:21][CH2:20][NH:19]3)[C:8]([C:12]3[CH:13]=[N:14][CH:15]=[CH:16][CH:17]=3)=[N:9]2)=[CH:4][CH:3]=1.CCN(C(C)C)C(C)C.Cl[C:33]1[N:41]=[CH:40][N:39]=[C:38]2[C:34]=1[NH:35][CH:36]=[N:37]2. (5) Given the product [ClH:33].[CH2:11]([C:9]([NH:8][C:5]1[CH:4]=[CH:3][C:2]([C:15]2[N:16]=[C:17]([N:25]3[CH2:26][CH2:27][N:28]([CH2:31][CH3:32])[CH2:29][CH2:30]3)[C:18]3[C:23]([CH:24]=2)=[CH:22][CH:21]=[CH:20][CH:19]=3)=[CH:7][N:6]=1)=[O:10])[CH2:12][CH3:13], predict the reactants needed to synthesize it. The reactants are: Br[C:2]1[CH:3]=[CH:4][C:5]([NH:8][C:9]([CH2:11][CH2:12][CH3:13])=[O:10])=[N:6][CH:7]=1.Br[C:15]1[N:16]=[C:17]([N:25]2[CH2:30][CH2:29][N:28]([CH2:31][CH3:32])[CH2:27][CH2:26]2)[C:18]2[C:23]([CH:24]=1)=[CH:22][CH:21]=[CH:20][CH:19]=2.[ClH:33]. (6) Given the product [Br:10][C:6]1[CH:5]=[C:4]2[C:9](=[C:8]([Br:11])[CH:7]=1)[NH:1][CH2:2][CH2:3]2, predict the reactants needed to synthesize it. The reactants are: [NH:1]1[C:9]2[C:4](=[CH:5][CH:6]=[CH:7][CH:8]=2)[CH2:3][CH2:2]1.[Br-:10].[Br-:11].[Br-].[NH+]1C=CC=CC=1.[NH+]1C=CC=CC=1.[NH+]1C=CC=CC=1.